From a dataset of Forward reaction prediction with 1.9M reactions from USPTO patents (1976-2016). Predict the product of the given reaction. (1) Given the reactants [C:1]1([CH2:13][C:14]([NH2:16])=[O:15])[C:11]2=[C:12]3[C:7](=[CH:8][CH:9]=[CH:10]2)[CH2:6][CH2:5][CH2:4][N:3]3[CH:2]=1.[O:17]1CCOCC1, predict the reaction product. The product is: [C:1]1([C:13](=[O:17])[C:14]([NH2:16])=[O:15])[C:11]2=[C:12]3[C:7](=[CH:8][CH:9]=[CH:10]2)[CH2:6][CH2:5][CH2:4][N:3]3[CH:2]=1. (2) The product is: [Cl:1][C:2]1[CH:7]=[CH:6][C:5]([NH:8][C:9]2[NH:10][C:11]([C:14]3[CH:15]=[CH:16][C:17]([O:20][C:36]4[N:35]=[C:34]([NH2:38])[N:33]=[C:32]([NH2:39])[CH:37]=4)=[CH:18][CH:19]=3)=[N:12][N:13]=2)=[CH:4][C:3]=1[C:21]([F:22])([F:23])[F:24]. Given the reactants [Cl:1][C:2]1[CH:7]=[CH:6][C:5]([NH:8][C:9]2[NH:10][C:11]([C:14]3[CH:19]=[CH:18][C:17]([OH:20])=[CH:16][CH:15]=3)=[N:12][N:13]=2)=[CH:4][C:3]=1[C:21]([F:24])([F:23])[F:22].C([O-])([O-])=O.[Cs+].[Cs+].Cl[C:32]1([NH2:39])[CH:37]=[CH:36][N:35]=[C:34]([NH2:38])[NH:33]1, predict the reaction product. (3) Given the reactants O.NN.[CH2:4]([O:7][C@H:8]1[CH2:13][CH2:12][C@H:11]([N:14]2C(=O)C3C(=CC=CC=3)C2=O)[CH2:10][CH2:9]1)[CH2:5][CH3:6], predict the reaction product. The product is: [CH2:4]([O:7][C@H:8]1[CH2:13][CH2:12][C@H:11]([NH2:14])[CH2:10][CH2:9]1)[CH2:5][CH3:6].